Dataset: Forward reaction prediction with 1.9M reactions from USPTO patents (1976-2016). Task: Predict the product of the given reaction. (1) Given the reactants [Cl:1][C:2]1[CH:7]=[CH:6][C:5]([CH:8]([C:37]2[CH:42]=[CH:41][C:40]([Cl:43])=[CH:39][CH:38]=2)[C:9]2[CH:10]=[C:11]3[C:16](=[CH:17][CH:18]=2)[N:15]=[N:14][CH:13]=[C:12]3[NH:19][CH:20]2[CH2:25][CH2:24][N:23]([CH2:26][C:27]3[CH:28]=[C:29]([CH:34]=[CH:35][CH:36]=3)[C:30]([O:32]C)=[O:31])[CH2:22][CH2:21]2)=[CH:4][CH:3]=1.[OH-].[Na+].CO.Cl, predict the reaction product. The product is: [Cl:1][C:2]1[CH:7]=[CH:6][C:5]([CH:8]([C:37]2[CH:38]=[CH:39][C:40]([Cl:43])=[CH:41][CH:42]=2)[C:9]2[CH:10]=[C:11]3[C:16](=[CH:17][CH:18]=2)[N:15]=[N:14][CH:13]=[C:12]3[NH:19][CH:20]2[CH2:21][CH2:22][N:23]([CH2:26][C:27]3[CH:28]=[C:29]([CH:34]=[CH:35][CH:36]=3)[C:30]([OH:32])=[O:31])[CH2:24][CH2:25]2)=[CH:4][CH:3]=1. (2) Given the reactants [C:1]([O:5][C:6]([NH:8][CH2:9][C@@H:10]1[CH2:16][CH2:15][C@@H:14]2[CH2:17][N:11]1[C:12](=[O:26])[N:13]2[O:18]CC1C=CC=CC=1)=[O:7])([CH3:4])([CH3:3])[CH3:2].[H][H], predict the reaction product. The product is: [C:1]([O:5][C:6]([NH:8][CH2:9][C@@H:10]1[CH2:16][CH2:15][C@@H:14]2[CH2:17][N:11]1[C:12](=[O:26])[N:13]2[OH:18])=[O:7])([CH3:4])([CH3:2])[CH3:3]. (3) Given the reactants [F:1][C:2]([F:10])([F:9])[C:3]1[NH:7][N:6]=[C:5]([NH2:8])[CH:4]=1.[Cl:11][C:12]1[N:17]=[C:16](Cl)[C:15]([Cl:19])=[CH:14][N:13]=1.C(=O)([O-])[O-].[Na+].[Na+], predict the reaction product. The product is: [Cl:11][C:12]1[N:17]=[C:16]([NH:8][C:5]2[CH:4]=[C:3]([C:2]([F:10])([F:9])[F:1])[NH:7][N:6]=2)[C:15]([Cl:19])=[CH:14][N:13]=1. (4) The product is: [CH2:1]([O:8][C:9]1[CH:10]=[C:11]2[C:15](=[CH:16][CH:17]=1)[N:14]([C:29]([O:28][C:25]([CH3:27])([CH3:26])[CH3:24])=[O:30])[N:13]=[C:12]2[C:18](=[O:19])[N:20]([O:22][CH3:23])[CH3:21])[C:2]1[CH:7]=[CH:6][CH:5]=[CH:4][CH:3]=1. Given the reactants [CH2:1]([O:8][C:9]1[CH:10]=[C:11]2[C:15](=[CH:16][CH:17]=1)[NH:14][N:13]=[C:12]2[C:18]([N:20]([O:22][CH3:23])[CH3:21])=[O:19])[C:2]1[CH:7]=[CH:6][CH:5]=[CH:4][CH:3]=1.[CH3:24][C:25]([O:28][C:29](O[C:29]([O:28][C:25]([CH3:27])([CH3:26])[CH3:24])=[O:30])=[O:30])([CH3:27])[CH3:26], predict the reaction product. (5) Given the reactants [NH2:1][C:2]1[N:10]=[C:9]([O:11][CH2:12][CH2:13][CH2:14][CH3:15])[N:8]=[C:7]2[C:3]=1[N:4]=[C:5](Br)[N:6]2[CH2:16][C:17]1[CH:18]=[C:19]([CH2:23][P:24]([CH3:29])(=[O:28])[O:25][CH2:26]C)[CH:20]=[CH:21][CH:22]=1.C[O-:32].[Na+], predict the reaction product. The product is: [NH2:1][C:2]1[N:10]=[C:9]([O:11][CH2:12][CH2:13][CH2:14][CH3:15])[N:8]=[C:7]2[C:3]=1[N:4]=[C:5]([OH:32])[N:6]2[CH2:16][C:17]1[CH:18]=[C:19]([CH2:23][P:24]([CH3:29])(=[O:28])[O:25][CH3:26])[CH:20]=[CH:21][CH:22]=1. (6) Given the reactants [NH2:1][C:2]1[C:3]([C:8]([OH:10])=O)=[N:4][CH:5]=[CH:6][CH:7]=1.[CH:11]([NH2:13])=O, predict the reaction product. The product is: [N:1]1[C:2]2[CH:7]=[CH:6][CH:5]=[N:4][C:3]=2[C:8]([OH:10])=[N:13][CH:11]=1. (7) Given the reactants [Cl:1][C:2]1[CH:3]=[C:4]([C:12]2[O:16][N:15]=[C:14]([C:17]3[CH:18]=[CH:19][CH:20]=[C:21]4[C:25]=3[NH:24][CH:23]=[C:22]4[CH2:26][CH2:27][NH:28][CH2:29][CH2:30][C:31]([O:33]CC)=[O:32])[N:13]=2)[CH:5]=[CH:6][C:7]=1[O:8][CH:9]([CH3:11])[CH3:10].[OH-].[Na+], predict the reaction product. The product is: [Cl:1][C:2]1[CH:3]=[C:4]([C:12]2[O:16][N:15]=[C:14]([C:17]3[CH:18]=[CH:19][CH:20]=[C:21]4[C:25]=3[NH:24][CH:23]=[C:22]4[CH2:26][CH2:27][NH:28][CH2:29][CH2:30][C:31]([OH:33])=[O:32])[N:13]=2)[CH:5]=[CH:6][C:7]=1[O:8][CH:9]([CH3:10])[CH3:11].